This data is from Reaction yield outcomes from USPTO patents with 853,638 reactions. The task is: Predict the reaction yield, written as a fraction of the theoretical maximum amount of product (1.0 means a 100% yield; for example, 0.34 means a 34% yield). (1) The reactants are [CH3:1][O:2][CH2:3][C:4]1[O:5][C:6]2[CH:12]=[C:11]([C:13](O)=[O:14])[CH:10]=[C:9]([O:16][C:17]3[CH:22]=[CH:21][C:20]([S:23]([CH3:26])(=[O:25])=[O:24])=[CH:19][CH:18]=3)[C:7]=2[CH:8]=1.CN(C(ON1N=NC2C=CC=NC1=2)=[N+](C)C)C.F[P-](F)(F)(F)(F)F.CCN(C(C)C)C(C)C.[NH2:60][C:61]1[CH:66]=[CH:65][C:64]([CH3:67])=[CH:63][N:62]=1. The catalyst is CN(C=O)C. The product is [CH3:1][O:2][CH2:3][C:4]1[O:5][C:6]2[CH:12]=[C:11]([C:13]([NH:60][C:61]3[CH:66]=[CH:65][C:64]([CH3:67])=[CH:63][N:62]=3)=[O:14])[CH:10]=[C:9]([O:16][C:17]3[CH:22]=[CH:21][C:20]([S:23]([CH3:26])(=[O:24])=[O:25])=[CH:19][CH:18]=3)[C:7]=2[CH:8]=1. The yield is 0.550. (2) The reactants are C(=O)(O)[O-].[Na+].Cl.[NH2:7][OH:8].[C:9](Cl)([O:11][CH2:12][CH:13]1[C:25]2[C:20](=[CH:21][CH:22]=[CH:23][CH:24]=2)[C:19]2[C:14]1=[CH:15][CH:16]=[CH:17][CH:18]=2)=[O:10]. The catalyst is C(Cl)Cl.O. The product is [OH:8][NH:7][C:9](=[O:10])[O:11][CH2:12][CH:13]1[C:25]2[CH:24]=[CH:23][CH:22]=[CH:21][C:20]=2[C:19]2[C:14]1=[CH:15][CH:16]=[CH:17][CH:18]=2. The yield is 0.680. (3) The reactants are CC(C)([O-])C.[K+].CO[C:9](=[O:21])[C:10]([C:12]1[C:20]2[C:15](=[CH:16][CH:17]=[CH:18][CH:19]=2)[NH:14][CH:13]=1)=O.[CH3:22][N:23]([CH2:25][C:26]1[CH:27]=[CH:28][C:29]2[N:30]([C:32]([CH2:35][C:36]([NH2:38])=[O:37])=[CH:33][N:34]=2)[CH:31]=1)[CH3:24].[NH4+].[Cl-].C1CCN2C(=NCCC2)CC1. The catalyst is O1CCCC1.CCOC(C)=O.O. The product is [CH3:22][N:23]([CH2:25][C:26]1[CH:27]=[CH:28][C:29]2[N:30]([C:32]([C:35]3[C:36](=[O:37])[NH:38][C:9](=[O:21])[C:10]=3[C:12]3[C:20]4[C:15](=[CH:16][CH:17]=[CH:18][CH:19]=4)[NH:14][CH:13]=3)=[CH:33][N:34]=2)[CH:31]=1)[CH3:24]. The yield is 0.430. (4) The reactants are [C:1]([O:5][C:6]([N:8]1[CH2:13][C:12](=[O:14])[N:11]([C:15]2[CH:20]=[CH:19][C:18]([O:21][CH2:22][CH2:23][CH2:24][O:25][CH2:26][C:27]3[CH:32]=[CH:31][CH:30]=[CH:29][C:28]=3[O:33][CH3:34])=[CH:17][CH:16]=2)[C@@H:10]([CH2:35][OH:36])[CH2:9]1)=[O:7])([CH3:4])([CH3:3])[CH3:2].[CH:37]1[C:46]2[C:41](=[CH:42][CH:43]=[CH:44][CH:45]=2)[CH:40]=[CH:39][C:38]=1[C:47](Cl)=[O:48].C(N(CC)CC)C. The catalyst is ClCCl.C(OCC)(=O)C. The product is [C:1]([O:5][C:6]([N:8]1[CH2:13][C:12](=[O:14])[N:11]([C:15]2[CH:20]=[CH:19][C:18]([O:21][CH2:22][CH2:23][CH2:24][O:25][CH2:26][C:27]3[CH:32]=[CH:31][CH:30]=[CH:29][C:28]=3[O:33][CH3:34])=[CH:17][CH:16]=2)[C@@H:10]([CH2:35][O:36][C:47]([C:38]2[CH:39]=[CH:40][C:41]3[C:46](=[CH:45][CH:44]=[CH:43][CH:42]=3)[CH:37]=2)=[O:48])[CH2:9]1)=[O:7])([CH3:2])([CH3:4])[CH3:3]. The yield is 0.768. (5) The reactants are Br[C:2]1[CH:3]=[C:4]([CH2:8][CH2:9][CH2:10][N:11]2[C:19](=[O:20])[C:18]3[NH:17][C:16]([Cl:21])=[N:15][C:14]=3[N:13]([CH2:22][CH2:23][CH2:24][CH2:25][CH3:26])[C:12]2=[O:27])[CH:5]=[CH:6][CH:7]=1.[Cl:28][C:29]1[CH:30]=[C:31](B(O)O)[CH:32]=[CH:33][CH:34]=1.C(=O)([O-])[O-].[Na+].[Na+]. The catalyst is C(O)(C)C.O.[Pd]. The product is [Cl:21][C:16]1[NH:17][C:18]2[C:19](=[O:20])[N:11]([CH2:10][CH2:9][CH2:8][C:4]3[CH:3]=[C:2]([C:33]4[CH:32]=[CH:31][CH:30]=[C:29]([Cl:28])[CH:34]=4)[CH:7]=[CH:6][CH:5]=3)[C:12](=[O:27])[N:13]([CH2:22][CH2:23][CH2:24][CH2:25][CH3:26])[C:14]=2[N:15]=1. The yield is 0.370. (6) The reactants are [C:1]([O:5][CH3:6])(=[O:4])[CH:2]=[CH2:3].[Br:7][C:8]1[N:9]=[CH:10][S:11][C:12]=1[C@@H:13]([NH:27][C:28](=[O:34])[O:29][C:30]([CH3:33])([CH3:32])[CH3:31])[C@H:14]([C:19]1[CH:24]=[CH:23][CH:22]=[C:21]([F:25])[C:20]=1[F:26])[CH2:15][CH2:16]C=C. The catalyst is C(Cl)Cl. The product is [Br:7][C:8]1[N:9]=[CH:10][S:11][C:12]=1[C@@H:13]([NH:27][C:28]([O:29][C:30]([CH3:31])([CH3:33])[CH3:32])=[O:34])[C@H:14]([C:19]1[CH:24]=[CH:23][CH:22]=[C:21]([F:25])[C:20]=1[F:26])[CH2:15][CH2:16]/[CH:3]=[CH:2]/[C:1]([O:5][CH3:6])=[O:4]. The yield is 0.860. (7) The reactants are [NH2:1][C:2]1[NH:3][C:4](=O)[C:5]2[S:10][C:9](=[O:11])[N:8]([C@@H:12]3[O:24][C@H:23]([CH2:25][O:26][C:27](=[O:29])[CH3:28])[C@@H:18]([O:19][C:20](=[O:22])[CH3:21])[C@H:13]3[O:14][C:15](=[O:17])[CH3:16])[C:6]=2[N:7]=1.P12(SP3(SP(SP(S3)(S1)=S)(=S)S2)=S)=[S:32]. The catalyst is N1C=CC=CC=1. The product is [NH2:1][C:2]1[NH:3][C:4](=[S:32])[C:5]2[S:10][C:9](=[O:11])[N:8]([C@@H:12]3[O:24][C@H:23]([CH2:25][O:26][C:27](=[O:29])[CH3:28])[C@@H:18]([O:19][C:20](=[O:22])[CH3:21])[C@H:13]3[O:14][C:15](=[O:17])[CH3:16])[C:6]=2[N:7]=1. The yield is 0.900. (8) The reactants are [Br:1][C:2]1[CH:3]=[CH:4][C:5]2[N:6]([C:8]([C:11]([O-:13])=O)=[N:9][N:10]=2)[CH:7]=1.[Na+].Cl.Cl.[F:17][C:18]([F:32])([F:31])[C:19]1[CH:24]=[CH:23][CH:22]=[CH:21][C:20]=1[CH:25]1[CH2:30][CH2:29][NH:28][CH2:27][CH2:26]1.F[P-](F)(F)(F)(F)F.N1(O[P+](N(C)C)(N(C)C)N(C)C)C2C=CC=CC=2N=N1.CCN(C(C)C)C(C)C. The catalyst is CN(C=O)C.O.CO. The product is [Br:1][C:2]1[CH:3]=[CH:4][C:5]2[N:6]([C:8]([C:11]([N:28]3[CH2:29][CH2:30][CH:25]([C:20]4[CH:21]=[CH:22][CH:23]=[CH:24][C:19]=4[C:18]([F:17])([F:31])[F:32])[CH2:26][CH2:27]3)=[O:13])=[N:9][N:10]=2)[CH:7]=1. The yield is 0.560. (9) The reactants are CC([O-])(C)C.[K+].[CH3:7][N:8]1[C:16]2[C:11](=[CH:12][CH:13]=[N:14][CH:15]=2)[CH:10]=[CH:9]1.[SiH:17]([CH2:22][CH3:23])([CH2:20][CH3:21])[CH2:18][CH3:19]. The catalyst is C1COCC1. The product is [CH3:7][N:8]1[C:16]2=[CH:15][N:14]=[CH:13][CH:12]=[C:11]2[CH:10]=[C:9]1[Si:17]([CH2:22][CH3:23])([CH2:20][CH3:21])[CH2:18][CH3:19]. The yield is 0.500. (10) The reactants are [F:1][C:2]([F:42])([F:41])[C:3]1[CH:8]=[CH:7][C:6]([N:9]2[CH2:14][CH2:13][CH:12]([O:15][C:16]3[CH:40]=[CH:39][C:19]4[N:20]=[C:21]([C:23]([NH:25][CH:26]5[CH2:31][CH2:30][N:29](C(OC(C)(C)C)=O)[CH2:28][CH2:27]5)=[O:24])[O:22][C:18]=4[CH:17]=3)[CH2:11][CH2:10]2)=[CH:5][CH:4]=1.[ClH:43]. The catalyst is O1CCOCC1. The product is [ClH:43].[ClH:43].[NH:29]1[CH2:30][CH2:31][CH:26]([NH:25][C:23]([C:21]2[O:22][C:18]3[CH:17]=[C:16]([O:15][CH:12]4[CH2:11][CH2:10][N:9]([C:6]5[CH:5]=[CH:4][C:3]([C:2]([F:42])([F:1])[F:41])=[CH:8][CH:7]=5)[CH2:14][CH2:13]4)[CH:40]=[CH:39][C:19]=3[N:20]=2)=[O:24])[CH2:27][CH2:28]1. The yield is 0.990.